Task: Predict the reactants needed to synthesize the given product.. Dataset: Full USPTO retrosynthesis dataset with 1.9M reactions from patents (1976-2016) (1) Given the product [Br:1][C:2]1[CH:3]=[CH:4][CH:5]=[C:6]2[C:11]=1[N:10]=[C:9]([C:12]([N:21]1[CH2:25][CH2:24][CH2:23][CH2:22]1)=[O:14])[CH:8]=[CH:7]2, predict the reactants needed to synthesize it. The reactants are: [Br:1][C:2]1[CH:3]=[CH:4][CH:5]=[C:6]2[C:11]=1[N:10]=[C:9]([C:12]([OH:14])=O)[CH:8]=[CH:7]2.C(Cl)(=O)C(Cl)=O.[NH:21]1[CH2:25][CH2:24][CH2:23][CH2:22]1. (2) Given the product [NH:1]1[C:5]2[CH:6]=[CH:7][C:8]([C@@H:10]([NH:12][C:13]3[CH:14]=[C:15]([Cl:22])[N:16]=[CH:17][C:18]=3[NH2:19])[CH3:11])=[CH:9][C:4]=2[N:3]=[CH:2]1, predict the reactants needed to synthesize it. The reactants are: [NH:1]1[C:5]2[CH:6]=[CH:7][C:8]([C@@H:10]([NH:12][C:13]3[C:18]([N+:19]([O-])=O)=[CH:17][N:16]=[C:15]([Cl:22])[CH:14]=3)[CH3:11])=[CH:9][C:4]=2[N:3]=[CH:2]1.[Cl-].[NH4+].C(O)C. (3) Given the product [C:1]12([CH2:14][CH:13]3[CH:9]1[CH2:10][CH2:11][CH2:12]3)[CH2:3][CH:2]2[C:4]([OH:6])=[O:5], predict the reactants needed to synthesize it. The reactants are: [C:1]12([CH2:14][CH:13]3[CH:9]1[CH2:10][CH2:11][CH2:12]3)[CH2:3][CH:2]2[C:4]([O:6]CC)=[O:5].C1(C(OCC)=O)C2(CCCCC2)C1. (4) Given the product [Br:14][CH2:15][CH2:16][CH2:17][O:7][C:4]1[CH:3]=[CH:2][C:1]([C:8]2[CH:13]=[CH:12][CH:11]=[CH:10][CH:9]=2)=[CH:6][CH:5]=1, predict the reactants needed to synthesize it. The reactants are: [C:1]1([C:8]2[CH:13]=[CH:12][CH:11]=[CH:10][CH:9]=2)[CH:6]=[CH:5][C:4]([OH:7])=[CH:3][CH:2]=1.[Br:14][CH2:15][CH2:16][CH2:17]Br.C([O-])([O-])=O.[Cs+].[Cs+].